Dataset: Forward reaction prediction with 1.9M reactions from USPTO patents (1976-2016). Task: Predict the product of the given reaction. (1) Given the reactants [C:1]([C:4]1[C:13]([N:14]2[CH2:18][CH2:17][C@H:16]([NH:19][C:20](=[O:22])[CH3:21])[CH2:15]2)=[C:12]2[C:7]([CH:8]=[CH:9][CH:10]=[N:11]2)=[C:6]([Cl:23])[CH:5]=1)(=O)[CH3:2].C([O-])(=O)C.[NH4+].C([BH3-])#[N:30].[Na+], predict the reaction product. The product is: [NH2:30][CH:1]([C:4]1[C:13]([N:14]2[CH2:18][CH2:17][C@H:16]([NH:19][C:20](=[O:22])[CH3:21])[CH2:15]2)=[C:12]2[C:7]([CH:8]=[CH:9][CH:10]=[N:11]2)=[C:6]([Cl:23])[CH:5]=1)[CH3:2]. (2) Given the reactants [CH3:1][O:2][C:3](=[O:17])[C:4]1[CH:9]=[C:8]([CH3:10])[C:7]([O:11]COC)=[C:6]([O:15][CH3:16])[CH:5]=1.Cl, predict the reaction product. The product is: [CH3:1][O:2][C:3](=[O:17])[C:4]1[CH:9]=[C:8]([CH3:10])[C:7]([OH:11])=[C:6]([O:15][CH3:16])[CH:5]=1. (3) Given the reactants [C:1]([CH:3]([CH:7]1[C:11]([Cl:12])=[C:10](Cl)C(=O)O1)[C:4]([NH2:6])=[O:5])#[N:2].Cl.[NH2:16][CH:17]([C:19]1[CH:26]=[CH:25][C:22]([C:23]#[N:24])=[CH:21][CH:20]=1)[CH3:18], predict the reaction product. The product is: [ClH:12].[Cl:12][C:11]1[CH:7]=[C:3]([C:4]([NH2:6])=[O:5])[C:1](=[NH:2])[N:16]([CH:17]([C:19]2[CH:26]=[CH:25][C:22]([C:23]#[N:24])=[CH:21][CH:20]=2)[CH3:18])[CH:10]=1. (4) Given the reactants [Br:1][C:2]1[C:3]([F:20])=[CH:4][C:5]2[O:11][CH2:10][CH2:9][N:8]3[C:12](I)=[C:13]([C:15]([NH2:17])=[O:16])[N:14]=[C:7]3[C:6]=2[CH:19]=1.[CH2:21]([B-](F)(F)F)[C:22]1[CH:27]=[CH:26][CH:25]=[CH:24][CH:23]=1.[K+], predict the reaction product. The product is: [CH2:21]([C:12]1[N:8]2[CH2:9][CH2:10][O:11][C:5]3[CH:4]=[C:3]([F:20])[C:2]([Br:1])=[CH:19][C:6]=3[C:7]2=[N:14][C:13]=1[C:15]([NH2:17])=[O:16])[C:22]1[CH:27]=[CH:26][CH:25]=[CH:24][CH:23]=1. (5) Given the reactants [CH2:1]([NH2:5])[CH2:2][CH2:3][NH2:4].[C:6]([N:14]=[C:15]=[S:16])(=[O:13])[C:7]1[CH:12]=[CH:11][CH:10]=[CH:9][CH:8]=1, predict the reaction product. The product is: [CH2:1]([NH:5][C:15]([NH:14][C:6](=[O:13])[C:7]1[CH:8]=[CH:9][CH:10]=[CH:11][CH:12]=1)=[S:16])[CH2:2][CH2:3][NH:4][C:15]([NH:14][C:6](=[O:13])[C:7]1[CH:12]=[CH:11][CH:10]=[CH:9][CH:8]=1)=[S:16]. (6) Given the reactants Br[CH2:2][CH2:3][C:4]1[CH:9]=[CH:8][CH:7]=[CH:6][CH:5]=1.[CH:10]1([C:13]#[N:14])[CH2:12][CH2:11]1, predict the reaction product. The product is: [CH2:2]([C:10]1([C:13]#[N:14])[CH2:12][CH2:11]1)[CH2:3][C:4]1[CH:9]=[CH:8][CH:7]=[CH:6][CH:5]=1. (7) Given the reactants [I:1][C:2]1[CH:3]=[C:4]([N+:27]([O-])=O)[C:5]([NH:8][CH2:9][C:10]2[CH:15]=[CH:14][C:13]([O:16][CH2:17][C:18]3[CH:19]=[N:20][C:21]([CH3:24])=[CH:22][CH:23]=3)=[C:12]([O:25][CH3:26])[CH:11]=2)=[N:6][CH:7]=1, predict the reaction product. The product is: [I:1][C:2]1[CH:3]=[C:4]([NH2:27])[C:5]([NH:8][CH2:9][C:10]2[CH:15]=[CH:14][C:13]([O:16][CH2:17][C:18]3[CH:19]=[N:20][C:21]([CH3:24])=[CH:22][CH:23]=3)=[C:12]([O:25][CH3:26])[CH:11]=2)=[N:6][CH:7]=1.